This data is from Reaction yield outcomes from USPTO patents with 853,638 reactions. The task is: Predict the reaction yield, written as a fraction of the theoretical maximum amount of product (1.0 means a 100% yield; for example, 0.34 means a 34% yield). The reactants are Br[C:2]1[CH:3]=[C:4]([S:9]([NH:12][C:13]2[CH:22]=[CH:21][C:16]([C:17]([O:19][CH3:20])=[O:18])=[C:15]([OH:23])[CH:14]=2)(=[O:11])=[O:10])[CH:5]=[N:6][C:7]=1[Cl:8].[F:24][C:25]1[CH:26]=[C:27](B(O)O)[CH:28]=[CH:29][CH:30]=1. No catalyst specified. The product is [Cl:8][C:7]1[N:6]=[CH:5][C:4]([S:9]([NH:12][C:13]2[CH:22]=[CH:21][C:16]([C:17]([O:19][CH3:20])=[O:18])=[C:15]([OH:23])[CH:14]=2)(=[O:11])=[O:10])=[CH:3][C:2]=1[C:29]1[CH:28]=[CH:27][CH:26]=[C:25]([F:24])[CH:30]=1. The yield is 0.290.